Dataset: Forward reaction prediction with 1.9M reactions from USPTO patents (1976-2016). Task: Predict the product of the given reaction. (1) Given the reactants CC1(C)C(C)(C)OB([C:9]2[C:10]3([CH2:15][CH2:16][CH2:17][CH:18]=2)[O:14][CH2:13][CH2:12][O:11]3)O1.Br[C:21]1[CH:26]=[C:25]([Cl:27])[N:24]=[N:23][C:22]=1[NH2:28].C(=O)([O-])[O-].[Cs+].[Cs+].O1CCOCC1, predict the reaction product. The product is: [Cl:27][C:25]1[N:24]=[N:23][C:22]([NH2:28])=[C:21]([C:9]2[C:10]3([CH2:15][CH2:16][CH2:17][CH:18]=2)[O:11][CH2:12][CH2:13][O:14]3)[CH:26]=1. (2) The product is: [CH3:12][Si:13]([CH3:15])([CH3:14])[C:16]#[C:17][C:2]1[C:11]2[C:6](=[CH:7][CH:8]=[CH:9][CH:10]=2)[CH:5]=[CH:4][CH:3]=1. Given the reactants Br[C:2]1[C:11]2[C:6](=[CH:7][CH:8]=[CH:9][CH:10]=2)[CH:5]=[CH:4][CH:3]=1.[CH3:12][Si:13]([C:16]#[CH:17])([CH3:15])[CH3:14], predict the reaction product.